Dataset: Catalyst prediction with 721,799 reactions and 888 catalyst types from USPTO. Task: Predict which catalyst facilitates the given reaction. (1) Reactant: [NH2:1][C:2]1[CH:7]=[C:6]([CH3:8])[C:5]([CH3:9])=[CH:4][C:3]=1[NH:10][C:11]([C:13]1[C:17]([N+:18]([O-:20])=[O:19])=[CH:16][NH:15][N:14]=1)=O. Product: [CH3:9][C:5]1[C:6]([CH3:8])=[CH:7][C:2]2[NH:1][C:11]([C:13]3[C:17]([N+:18]([O-:20])=[O:19])=[CH:16][NH:15][N:14]=3)=[N:10][C:3]=2[CH:4]=1. The catalyst class is: 15. (2) Reactant: [CH3:1][C:2]1([CH3:10])[O:7][C:6](=[O:8])[CH2:5][C:4](=[O:9])[O:3]1.N1C=CC=CC=1.[CH3:17][CH:18]([CH3:23])[CH2:19][C:20](Cl)=[O:21]. Product: [CH3:17][CH:18]([CH3:23])[CH2:19][C:20]([CH:5]1[C:6](=[O:8])[O:7][C:2]([CH3:10])([CH3:1])[O:3][C:4]1=[O:9])=[O:21]. The catalyst class is: 91. (3) Reactant: C(OC([N:11]([CH2:32][C:33]1[N:37]([CH2:38][C:39]([OH:41])=[O:40])[C:36]2[CH:42]=[CH:43][C:44]([C:46]#[N:47])=[CH:45][C:35]=2[N:34]=1)[C:12]1[CH:17]=[CH:16][C:15]([O:18][CH:19]2[CH2:24][CH2:23][N:22]([C:25]([O:27][C:28]([CH3:31])([CH3:30])[CH3:29])=[O:26])[CH2:21][CH2:20]2)=[CH:14][CH:13]=1)=O)C1C=CC=CC=1. Product: [C:28]([O:27][C:25]([N:22]1[CH2:23][CH2:24][CH:19]([O:18][C:15]2[CH:14]=[CH:13][C:12]([NH:11][CH2:32][C:33]3[N:37]([CH2:38][C:39]([OH:41])=[O:40])[C:36]4[CH:42]=[CH:43][C:44]([C:46]#[N:47])=[CH:45][C:35]=4[N:34]=3)=[CH:17][CH:16]=2)[CH2:20][CH2:21]1)=[O:26])([CH3:31])([CH3:29])[CH3:30]. The catalyst class is: 178.